Dataset: Full USPTO retrosynthesis dataset with 1.9M reactions from patents (1976-2016). Task: Predict the reactants needed to synthesize the given product. (1) The reactants are: [CH2:1]([N:5]1[C:13](=[O:14])[C:12]2[C:7](=[CH:8][CH:9]=[CH:10][CH:11]=2)[C:6]1=[O:15])[CH2:2][CH:3]=[CH2:4].ClC1C=C(C=CC=1)C(OO)=[O:21]. Given the product [O:21]1[CH2:4][CH:3]1[CH2:2][CH2:1][N:5]1[C:13](=[O:14])[C:12]2[C:7](=[CH:8][CH:9]=[CH:10][CH:11]=2)[C:6]1=[O:15], predict the reactants needed to synthesize it. (2) Given the product [Cl:1][C:2]1[CH:3]=[C:4]([C:8]2[N:9]=[C:10]([N:16]3[C:20]4[CH:21]=[C:22]([O:27][CH3:28])[C:23]([O:25][CH3:26])=[CH:24][C:19]=4[N:18]=[CH:17]3)[S:11][C:12]=2[C:13]([NH:38][NH:37][C:35](=[O:36])[C:31]2[CH:32]=[CH:33][CH:34]=[C:29]([CH3:39])[CH:30]=2)=[O:14])[CH:5]=[CH:6][CH:7]=1, predict the reactants needed to synthesize it. The reactants are: [Cl:1][C:2]1[CH:3]=[C:4]([C:8]2[N:9]=[C:10]([N:16]3[C:20]4[CH:21]=[C:22]([O:27][CH3:28])[C:23]([O:25][CH3:26])=[CH:24][C:19]=4[N:18]=[CH:17]3)[S:11][C:12]=2[C:13](O)=[O:14])[CH:5]=[CH:6][CH:7]=1.[C:29]1([CH3:39])[CH:34]=[CH:33][CH:32]=[C:31]([C:35]([NH:37][NH2:38])=[O:36])[CH:30]=1. (3) The reactants are: [CH3:1][O:2][C:3](=[O:35])[C:4]([NH:28][CH2:29][C:30]([O:32][CH2:33][CH3:34])=[O:31])([S:11]([C:14]1[CH:19]=[CH:18][C:17]([O:20][C:21]2[CH:26]=[CH:25][C:24]([F:27])=[CH:23][CH:22]=2)=[CH:16][CH:15]=1)(=[O:13])=[O:12])[C:5]([CH3:10])([CH3:9])C(O)=O.C([N:38]([CH2:41]C)CC)C.C1(P(N=[N+]=[N-])(C2C=CC=CC=2)=[O:50])C=CC=CC=1.[CH2:60]([OH:67])[C:61]1[CH:66]=[CH:65][CH:64]=[CH:63][CH:62]=1. Given the product [F:27][C:24]1[CH:25]=[CH:26][C:21]([O:20][C:17]2[CH:16]=[CH:15][C:14]([S:11]([C:4]([NH:28][CH2:29][C:30]([O:32][CH2:33][CH3:34])=[O:31])([C:5]([NH:38][C:41]([O:67][CH2:60][C:61]3[CH:66]=[CH:65][CH:64]=[CH:63][CH:62]=3)=[O:50])([CH3:9])[CH3:10])[C:3]([O:2][CH3:1])=[O:35])(=[O:12])=[O:13])=[CH:19][CH:18]=2)=[CH:22][CH:23]=1, predict the reactants needed to synthesize it. (4) Given the product [NH2:17][C:15]1[CH:14]=[C:13]([Cl:18])[N:12]=[C:11]([NH:1][C:2]2[CH:9]=[CH:8][C:5]([C:6]#[N:7])=[CH:4][CH:3]=2)[N:16]=1, predict the reactants needed to synthesize it. The reactants are: [NH2:1][C:2]1[CH:9]=[CH:8][C:5]([C:6]#[N:7])=[CH:4][CH:3]=1.Cl[C:11]1[N:16]=[C:15]([NH2:17])[CH:14]=[C:13]([Cl:18])[N:12]=1.Cl.[OH-].[Na+]. (5) Given the product [Cl:1][C:2]1[CH:7]=[CH:6][C:5]([C:8]2[C:17]3[C:12](=[CH:13][CH:14]=[CH:15][CH:16]=3)[CH:11]=[C:10]([CH3:19])[C:9]=2[I:25])=[CH:4][CH:3]=1, predict the reactants needed to synthesize it. The reactants are: [Cl:1][C:2]1[CH:7]=[CH:6][C:5]([C:8]#[C:9][C:10]([CH3:19])(O)[CH2:11][C:12]2[CH:17]=[CH:16][CH:15]=[CH:14][CH:13]=2)=[CH:4][CH:3]=1.C(=O)(O)[O-].[Na+].[I:25]I.